Dataset: Full USPTO retrosynthesis dataset with 1.9M reactions from patents (1976-2016). Task: Predict the reactants needed to synthesize the given product. (1) Given the product [Cl-:27].[Br:1][C:2]1[CH:11]=[CH:10][CH:9]=[C:8]2[C:3]=1[CH2:4][CH2:5][N:6]([C:16](=[O:26])[CH2:17][NH3+:18])[CH:7]2[CH2:12][C:13]([OH:15])=[O:14], predict the reactants needed to synthesize it. The reactants are: [Br:1][C:2]1[CH:11]=[CH:10][CH:9]=[C:8]2[C:3]=1[CH2:4][CH2:5][N:6]([C:16](=[O:26])[CH2:17][NH:18]C(OC(C)(C)C)=O)[CH:7]2[CH2:12][C:13]([OH:15])=[O:14].[ClH:27]. (2) Given the product [C:18]([N:8]1[C:7]2[CH:12]=[CH:13][C:4]([O:3][C:2]([F:1])([F:14])[F:15])=[CH:5][C:6]=2[NH:10][C:9]1=[O:11])([O:20][C:21]([CH3:24])([CH3:23])[CH3:22])=[O:19], predict the reactants needed to synthesize it. The reactants are: [F:1][C:2]([F:15])([F:14])[O:3][C:4]1[CH:13]=[CH:12][C:7]2=[N:8][C:9](=[O:11])[N:10]=[C:6]2[CH:5]=1.[H-].[Na+].[C:18](O[C:18]([O:20][C:21]([CH3:24])([CH3:23])[CH3:22])=[O:19])([O:20][C:21]([CH3:24])([CH3:23])[CH3:22])=[O:19].